This data is from Reaction yield outcomes from USPTO patents with 853,638 reactions. The task is: Predict the reaction yield, written as a fraction of the theoretical maximum amount of product (1.0 means a 100% yield; for example, 0.34 means a 34% yield). (1) The reactants are Br[CH:2]1[CH2:6][CH2:5][N:4]([CH2:7][C:8]2[CH:13]=[CH:12][CH:11]=[CH:10][CH:9]=2)[C:3]1=[O:14].[CH3:15][O:16][C:17]1[CH:22]=[CH:21][C:20]([CH:23]2[CH2:28][CH2:27][NH:26][CH2:25][CH2:24]2)=[CH:19][CH:18]=1.CCN(C(C)C)C(C)C. The catalyst is C(#N)C. The product is [CH2:7]([N:4]1[CH2:5][CH2:6][CH:2]([N:26]2[CH2:27][CH2:28][CH:23]([C:20]3[CH:19]=[CH:18][C:17]([O:16][CH3:15])=[CH:22][CH:21]=3)[CH2:24][CH2:25]2)[C:3]1=[O:14])[C:8]1[CH:13]=[CH:12][CH:11]=[CH:10][CH:9]=1. The yield is 0.710. (2) The reactants are [CH3:1][O:2][C:3]1[CH:16]=[CH:15][C:6]([CH2:7][NH:8][C:9]2[CH:14]=[CH:13][N:12]=[CH:11][N:10]=2)=[CH:5][CH:4]=1.C[Si]([N-][Si](C)(C)C)(C)C.[Li+].[Cl:27][C:28]1[C:37]2[C:32](=[CH:33][C:34]([S:38](OC3C(F)=C(F)C(F)=C(F)C=3F)(=[O:40])=[O:39])=[CH:35][CH:36]=2)[CH:31]=[CH:30][N:29]=1. The yield is 0.384. The catalyst is C1COCC1. The product is [Cl:27][C:28]1[C:37]2[C:32](=[CH:33][C:34]([S:38]([N:8]([CH2:7][C:6]3[CH:5]=[CH:4][C:3]([O:2][CH3:1])=[CH:16][CH:15]=3)[C:9]3[CH:14]=[CH:13][N:12]=[CH:11][N:10]=3)(=[O:40])=[O:39])=[CH:35][CH:36]=2)[CH:31]=[CH:30][N:29]=1.